Dataset: Reaction yield outcomes from USPTO patents with 853,638 reactions. Task: Predict the reaction yield, written as a fraction of the theoretical maximum amount of product (1.0 means a 100% yield; for example, 0.34 means a 34% yield). (1) No catalyst specified. The yield is 0.660. The reactants are ClC1C=CC([C@@H]2CCN(C(OC(C)(C)C)=O)C[C@H]2C(OC)=O)=CC=1.[F:25][C:26]1([C:46](OC)=[O:47])[CH:31]([C:32]2[CH:37]=[CH:36][C:35]([F:38])=[CH:34][CH:33]=2)[CH2:30][CH2:29][N:28]([C:39]([O:41][C:42]([CH3:45])([CH3:44])[CH3:43])=[O:40])[CH2:27]1. The product is [F:25][C:26]1([CH2:46][OH:47])[CH:31]([C:32]2[CH:33]=[CH:34][C:35]([F:38])=[CH:36][CH:37]=2)[CH2:30][CH2:29][N:28]([C:39]([O:41][C:42]([CH3:43])([CH3:44])[CH3:45])=[O:40])[CH2:27]1. (2) The reactants are [N:1]1[CH:6]=[C:5](B(O)O)[CH:4]=[N:3][CH:2]=1.I[C:11]1[C@@:15]2([CH3:30])[CH2:16][CH2:17][C@H:18]3[C@H:27]([C@@H:14]2[CH2:13][CH:12]=1)[CH2:26][CH:25]=[C:24]1[C@:19]3([CH3:29])[CH2:20][CH2:21][C:22](=[O:28])[NH:23]1. The catalyst is O1CCOCC1.C1C=CC(P(C2C=CC=CC=2)[C-]2C=CC=C2)=CC=1.C1C=CC(P(C2C=CC=CC=2)[C-]2C=CC=C2)=CC=1.Cl[Pd]Cl.[Fe+2]. The product is [CH3:29][C@@:19]12[C@H:18]3[CH2:17][CH2:16][C@@:15]4([CH3:30])[C@H:14]([C@@H:27]3[CH2:26][CH:25]=[C:24]1[NH:23][C:22](=[O:28])[CH2:21][CH2:20]2)[CH2:13][CH:12]=[C:11]4[C:5]1[CH:6]=[N:1][CH:2]=[N:3][CH:4]=1. The yield is 0.0300. (3) The reactants are [OH:1][CH2:2][C:3]1[CH:4]=[C:5]([NH:10][C:11](=[O:30])[C:12]2[CH:17]=[CH:16][C:15]([CH2:18][N:19]3[CH2:24][CH2:23][N:22]([CH3:25])[CH2:21][CH2:20]3)=[C:14]([C:26]([F:29])([F:28])[F:27])[CH:13]=2)[CH:6]=[CH:7][C:8]=1[CH3:9].C[N+]1([O-])CCOCC1. The catalyst is C(Cl)Cl.CCC[N+](CCC)(CCC)CCC.[O-][Ru](=O)(=O)=O. The product is [CH:2]([C:3]1[CH:4]=[C:5]([NH:10][C:11](=[O:30])[C:12]2[CH:17]=[CH:16][C:15]([CH2:18][N:19]3[CH2:20][CH2:21][N:22]([CH3:25])[CH2:23][CH2:24]3)=[C:14]([C:26]([F:29])([F:28])[F:27])[CH:13]=2)[CH:6]=[CH:7][C:8]=1[CH3:9])=[O:1]. The yield is 0.880.